Dataset: Forward reaction prediction with 1.9M reactions from USPTO patents (1976-2016). Task: Predict the product of the given reaction. (1) Given the reactants [F:1][C:2]([F:43])([F:42])[C:3]1[CH:4]=[C:5]([C@H:13]([N:15]([CH3:41])[C:16]([N:18]2[CH2:32][CH2:31][C@:21]3([NH:25][C@@:24]([CH3:30])([C:26](OC)=[O:27])[CH2:23][CH2:22]3)[CH2:20][C@@H:19]2[C:33]2[CH:38]=[CH:37][C:36]([F:39])=[CH:35][C:34]=2[CH3:40])=[O:17])[CH3:14])[CH:6]=[C:7]([C:9]([F:12])([F:11])[F:10])[CH:8]=1.[NH3:44], predict the reaction product. The product is: [F:10][C:9]([F:11])([F:12])[C:7]1[CH:6]=[C:5]([C@H:13]([N:15]([CH3:41])[C:16]([N:18]2[CH2:32][CH2:31][C@:21]3([NH:25][C@@:24]([CH3:30])([C:26]([NH2:44])=[O:27])[CH2:23][CH2:22]3)[CH2:20][C@@H:19]2[C:33]2[CH:38]=[CH:37][C:36]([F:39])=[CH:35][C:34]=2[CH3:40])=[O:17])[CH3:14])[CH:4]=[C:3]([C:2]([F:43])([F:1])[F:42])[CH:8]=1. (2) Given the reactants CC(C)([O-])C.[Na+].Br[C:8]1[CH:13]=[C:12]([CH3:14])[CH:11]=[C:10]([Br:15])[N:9]=1.[NH2:16][C:17]1[CH:22]=[C:21]([C:23]([F:26])([F:25])[F:24])[CH:20]=[CH:19][N:18]=1, predict the reaction product. The product is: [Br:15][C:10]1[N:9]=[C:8]([NH:16][C:17]2[CH:22]=[C:21]([C:23]([F:25])([F:24])[F:26])[CH:20]=[CH:19][N:18]=2)[CH:13]=[C:12]([CH3:14])[CH:11]=1.